This data is from NCI-60 drug combinations with 297,098 pairs across 59 cell lines. The task is: Regression. Given two drug SMILES strings and cell line genomic features, predict the synergy score measuring deviation from expected non-interaction effect. (1) Drug 1: C1=C(C(=O)NC(=O)N1)F. Drug 2: CCCS(=O)(=O)NC1=C(C(=C(C=C1)F)C(=O)C2=CNC3=C2C=C(C=N3)C4=CC=C(C=C4)Cl)F. Cell line: SN12C. Synergy scores: CSS=24.9, Synergy_ZIP=3.18, Synergy_Bliss=2.80, Synergy_Loewe=-1.38, Synergy_HSA=1.23. (2) Drug 1: C1=CC(=CC=C1C#N)C(C2=CC=C(C=C2)C#N)N3C=NC=N3. Drug 2: CC(C)NC(=O)C1=CC=C(C=C1)CNNC.Cl. Cell line: SN12C. Synergy scores: CSS=-1.99, Synergy_ZIP=1.50, Synergy_Bliss=-2.34, Synergy_Loewe=-2.07, Synergy_HSA=-5.65. (3) Drug 1: CC1CCC2CC(C(=CC=CC=CC(CC(C(=O)C(C(C(=CC(C(=O)CC(OC(=O)C3CCCCN3C(=O)C(=O)C1(O2)O)C(C)CC4CCC(C(C4)OC)O)C)C)O)OC)C)C)C)OC. Drug 2: CC(C)CN1C=NC2=C1C3=CC=CC=C3N=C2N. Cell line: UACC62. Synergy scores: CSS=11.6, Synergy_ZIP=-1.53, Synergy_Bliss=0.831, Synergy_Loewe=-2.79, Synergy_HSA=1.19.